Dataset: Forward reaction prediction with 1.9M reactions from USPTO patents (1976-2016). Task: Predict the product of the given reaction. (1) Given the reactants [CH:1]1([CH2:7][CH2:8][OH:9])[CH2:6][CH2:5][CH2:4][CH2:3][CH2:2]1.C(N(CC)CC)C.[S:17](Cl)([CH3:20])(=[O:19])=[O:18].O, predict the reaction product. The product is: [CH:1]1([CH2:7][CH2:8][O:9][S:17]([CH3:20])(=[O:19])=[O:18])[CH2:6][CH2:5][CH2:4][CH2:3][CH2:2]1. (2) Given the reactants [N:1]1[C:9]([NH2:10])=[C:8]2[C:4]([N:5]=[CH:6][NH:7]2)=[N:3][CH:2]=1.[NH:11]1[C:20](=[O:21])[C:19]2[NH:18][CH:17]=[N:16][C:15]=2[N:14]=[C:12]1[NH2:13], predict the reaction product. The product is: [N:1]1[C:9]([NH2:10])=[C:8]2[C:4]([N:5]=[CH:6][NH:7]2)=[N:3][CH:2]=1.[NH:11]1[C:20](=[O:21])[C:19]2[NH:18][CH:17]=[N:16][C:15]=2[N:14]=[C:12]1[NH2:13].